The task is: Binary Classification. Given a drug SMILES string, predict its activity (active/inactive) in a high-throughput screening assay against a specified biological target.. This data is from KCNQ2 potassium channel screen with 302,405 compounds. (1) The compound is Fc1c(/C=C(/NC(=O)c2ccc([N+]([O-])=O)cc2)C(=O)NC(C)(C)C)cccc1. The result is 0 (inactive). (2) The molecule is s1c(NC(=O)CN2C(=O)C3(NC2=O)CC(CC(C3)C)(C)C)ncc1. The result is 0 (inactive). (3) The molecule is O1C2(OCC1)CCN(CC2)C(=O)NCCC. The result is 0 (inactive). (4) The compound is Brc1cc2c(C(=O)N3CCN(CC3)c3ncccn3)cc(nc2cc1)c1oc(cc1)C. The result is 0 (inactive). (5) The drug is O=c1n(NC(=O)Cc2ccc([N+]([O-])=O)cc2)c(nc2c1cccc2)C. The result is 0 (inactive). (6) The molecule is s1c2c(nc1C)ccc(NC(=O)c1c(SC)nccc1)c2. The result is 0 (inactive). (7) The drug is O=C(NC1CCCc2c1cccc2)CN(Cc1cc(OC)c(OC)cc1)C. The result is 0 (inactive). (8) The molecule is Brc1c(C2=Nn3c(nnc3SC2)c2occc2)cccc1. The result is 0 (inactive).